Dataset: Full USPTO retrosynthesis dataset with 1.9M reactions from patents (1976-2016). Task: Predict the reactants needed to synthesize the given product. (1) The reactants are: FC1C=CC(CN(CCO)C(C2C(OCC3C=CC(OC)=CC=3)=C(OCC3C=CC(OC)=CC=3)[N:13]=[C:12]([C:36]3[CH:41]=[CH:40][C:39](C)=[CH:38][CH:37]=3)N=2)=O)=CC=1.[CH3:48][C:49](O)=O.[CH3:52]CO. Given the product [CH3:52][CH2:49][CH2:48][CH2:37][CH2:38][CH2:39][CH2:40][CH2:41][CH2:36][CH2:12][NH2:13], predict the reactants needed to synthesize it. (2) Given the product [Cl:25][C:21]1[CH:22]=[N:23][CH:24]=[C:17]([C:14]2[CH:13]=[CH:12][C:11]([CH:3]([OH:10])[C:4]3[CH:5]=[CH:6][CH:7]=[CH:8][CH:9]=3)=[CH:16][CH:15]=2)[C:18]=1[C:19]#[N:20], predict the reactants needed to synthesize it. The reactants are: [BH4-].[Na+].[C:3]([C:11]1[CH:16]=[CH:15][C:14]([C:17]2[CH:24]=[N:23][CH:22]=[C:21]([Cl:25])[C:18]=2[C:19]#[N:20])=[CH:13][CH:12]=1)(=[O:10])[C:4]1[CH:9]=[CH:8][CH:7]=[CH:6][CH:5]=1. (3) Given the product [C:1]([O:5][C:6]([N:8]1[CH2:13][CH2:12][N:11]([C:14]2[CH:15]=[CH:16][C:17]([O:20][CH2:22][CH2:23][CH2:24][Cl:25])=[CH:18][CH:19]=2)[CH2:10][CH2:9]1)=[O:7])([CH3:4])([CH3:2])[CH3:3], predict the reactants needed to synthesize it. The reactants are: [C:1]([O:5][C:6]([N:8]1[CH2:13][CH2:12][N:11]([C:14]2[CH:19]=[CH:18][C:17]([OH:20])=[CH:16][CH:15]=2)[CH2:10][CH2:9]1)=[O:7])([CH3:4])([CH3:3])[CH3:2].Br[CH2:22][CH2:23][CH2:24][Cl:25].C(=O)([O-])[O-].[K+].[K+]. (4) Given the product [CH3:36][C:31]1[CH:30]=[CH:2][C:3]([OH:5])=[C:33]([C:34]2[CH:35]=[C:20]([C:21]3[CH:22]=[N:23][CH:24]=[CH:25][CH:26]=3)[NH:43][N:42]=2)[CH:32]=1, predict the reactants needed to synthesize it. The reactants are: F[C:2](F)(F)[C:3]([OH:5])=O.FC1C(O)=C(F)C(F)=C(F)C=1F.[C:20](O)(=O)[C:21]1[CH:26]=[CH:25][CH:24]=[N:23][CH:22]=1.O[C:30]1[CH:35]=[CH:34][CH:33]=[CH:32][C:31]=1[C:36](=O)C.[OH-].[K+].O.[NH2:42][NH2:43]. (5) Given the product [CH2:7]([O:14][C:15]1[C:16](=[O:40])[CH:17]=[CH:18][N:19]2[CH:24]([CH2:25][CH2:26][OH:27])[CH2:23][N:22]([CH2:31][C:32]3[CH:37]=[CH:36][C:35]([F:38])=[CH:34][CH:33]=3)[C:21](=[O:39])[C:20]=12)[C:8]1[CH:13]=[CH:12][CH:11]=[CH:10][CH:9]=1, predict the reactants needed to synthesize it. The reactants are: [H-].[H-].[H-].[H-].[Li+].[Al+3].[CH2:7]([O:14][C:15]1[C:16](=[O:40])[CH:17]=[CH:18][N:19]2[CH:24]([CH2:25][C:26](OCC)=[O:27])[CH2:23][N:22]([CH2:31][C:32]3[CH:37]=[CH:36][C:35]([F:38])=[CH:34][CH:33]=3)[C:21](=[O:39])[C:20]=12)[C:8]1[CH:13]=[CH:12][CH:11]=[CH:10][CH:9]=1. (6) Given the product [Br:1][C:2]1[CH:3]=[C:4]([CH2:8][CH:9]2[CH2:14][CH:13]3[CH2:16][CH2:17][N:10]2[CH2:11][CH2:12]3)[CH:5]=[N:6][CH:7]=1, predict the reactants needed to synthesize it. The reactants are: [Br:1][C:2]1[CH:3]=[C:4]([CH2:8][CH:9]2[C:14](=O)[CH:13]3[CH2:16][CH2:17][N:10]2[CH2:11][CH2:12]3)[CH:5]=[N:6][CH:7]=1.NN.S(NN)(C1C=CC(C)=CC=1)(=O)=O.C([BH3-])#N.[Na+]. (7) Given the product [CH3:20][C:21]1[CH:29]=[CH:28][CH:27]=[C:26]2[C:22]=1[CH2:23][CH2:24][N:25]2[C:15](=[O:17])[CH2:14][C:9]1[NH:10][C:11](=[O:13])[CH:12]=[C:7]([N:1]2[CH2:2][CH2:3][O:4][CH2:5][CH2:6]2)[N:8]=1, predict the reactants needed to synthesize it. The reactants are: [N:1]1([C:7]2[N:8]=[C:9]([CH2:14][C:15]([O-:17])=O)[NH:10][C:11](=[O:13])[CH:12]=2)[CH2:6][CH2:5][O:4][CH2:3][CH2:2]1.[Na+].Cl.[CH3:20][C:21]1[CH:29]=[CH:28][CH:27]=[C:26]2[C:22]=1[CH2:23][CH2:24][NH:25]2.Cl.CN(C)CCCN=C=NCC. (8) Given the product [Cl:20][C:14]1[CH:15]=[C:16]([Cl:19])[CH:17]=[CH:18][C:13]=1[CH2:12][NH:11][C:4]1[C:5]2[S:10][CH:9]=[CH:8][C:6]=2[N:7]=[C:2]([C:13]2[CH:18]=[CH:17][C:16]([CH:21]3[O:24][CH2:5][CH2:4][N:3]([CH2:34][CH3:35])[CH2:2]3)=[CH:15][CH:14]=2)[N:3]=1, predict the reactants needed to synthesize it. The reactants are: Cl[C:2]1[N:3]=[C:4]([NH:11][CH2:12][C:13]2[CH:18]=[CH:17][C:16]([Cl:19])=[CH:15][C:14]=2[Cl:20])[C:5]2[S:10][CH:9]=[CH:8][C:6]=2[N:7]=1.[C:21](=[O:24])([O-])[O-].[Na+].[Na+].Cl.C(=O)([O-])[O-].[K+].[K+].[CH2:34](O)[CH3:35]. (9) Given the product [N:1]1([C:5]([C:7]2[CH:25]=[CH:24][C:10]3[N:11]([CH:33]([CH2:38][CH3:39])[C:34]([O:36][CH3:37])=[O:35])[C:12](=[N:14][C:15](=[O:23])[C:16]4[CH:21]=[CH:20][C:19]([CH3:22])=[CH:18][CH:17]=4)[S:13][C:9]=3[CH:8]=2)=[O:6])[CH2:2][CH2:3][CH2:4]1, predict the reactants needed to synthesize it. The reactants are: [N:1]1([C:5]([C:7]2[CH:25]=[CH:24][C:10]3[NH:11][C:12](=[N:14][C:15](=[O:23])[C:16]4[CH:21]=[CH:20][C:19]([CH3:22])=[CH:18][CH:17]=4)[S:13][C:9]=3[CH:8]=2)=[O:6])[CH2:4][CH2:3][CH2:2]1.C(=O)([O-])[O-].[K+].[K+].Br[CH:33]([CH2:38][CH3:39])[C:34]([O:36][CH3:37])=[O:35].